This data is from Catalyst prediction with 721,799 reactions and 888 catalyst types from USPTO. The task is: Predict which catalyst facilitates the given reaction. (1) Reactant: [C:1]([O:5][C:6]([NH:8][C@@H:9]([C@@H:13]([O:16][CH2:17][CH2:18][CH2:19][CH:20]=[CH2:21])[CH2:14][CH3:15])[C:10]([OH:12])=O)=[O:7])([CH3:4])([CH3:3])[CH3:2].Cl.[OH:23][C@H:24]1[CH2:28][NH:27][C@H:26]([C:29]([O:31][CH3:32])=[O:30])[CH2:25]1.CN(C(ON1N=NC2C=CC=NC1=2)=[N+](C)C)C.F[P-](F)(F)(F)(F)F.C(N(CC)C(C)C)(C)C. Product: [C:1]([O:5][C:6]([NH:8][C@@H:9]([C@@H:13]([O:16][CH2:17][CH2:18][CH2:19][CH:20]=[CH2:21])[CH2:14][CH3:15])[C:10]([N:27]1[CH2:28][C@H:24]([OH:23])[CH2:25][C@H:26]1[C:29]([O:31][CH3:32])=[O:30])=[O:12])=[O:7])([CH3:2])([CH3:3])[CH3:4]. The catalyst class is: 2. (2) Reactant: [F:1][C:2]([F:18])([C:8]1[CH:13]=[CH:12][CH:11]=[CH:10][C:9]=1[O:14][CH:15]([CH3:17])[CH3:16])[C:3]([O:5]CC)=[O:4].CO.O.[OH-].[Li+]. Product: [F:1][C:2]([F:18])([C:8]1[CH:13]=[CH:12][CH:11]=[CH:10][C:9]=1[O:14][CH:15]([CH3:16])[CH3:17])[C:3]([OH:5])=[O:4]. The catalyst class is: 30. (3) Reactant: C([O-])([O-])=O.[K+].[K+].[OH:7][C:8]1[CH:17]=[CH:16][C:15]([S:18]([N:21]2[CH2:26][CH2:25][O:24][CH2:23][CH2:22]2)(=[O:20])=[O:19])=[CH:14][C:9]=1[C:10]([O:12][CH3:13])=[O:11].Br[CH2:28][C:29]1[CH:34]=[CH:33][CH:32]=[CH:31][CH:30]=1. Product: [N:21]1([S:18]([C:15]2[CH:16]=[CH:17][C:8]([O:7][CH2:28][C:29]3[CH:34]=[CH:33][CH:32]=[CH:31][CH:30]=3)=[C:9]([CH:14]=2)[C:10]([O:12][CH3:13])=[O:11])(=[O:20])=[O:19])[CH2:26][CH2:25][O:24][CH2:23][CH2:22]1. The catalyst class is: 21. (4) Reactant: [H-].[Na+].[CH3:3][C:4]1[CH:8]=[C:7]([CH3:9])[NH:6][C:5]=1[CH:10]=[C:11]1[C:19]2[C:14](=[CH:15][CH:16]=[CH:17][CH:18]=2)[NH:13][C:12]1=[O:20].Cl[CH2:22][C:23]1[CH:28]=[CH:27][C:26]([O:29][CH3:30])=[CH:25][CH:24]=1.C([O-])(O)=O.[Na+]. The catalyst class is: 18. Product: [CH3:3][C:4]1[CH:8]=[C:7]([CH3:9])[NH:6][C:5]=1[CH:10]=[C:11]1[C:19]2[C:14](=[CH:15][CH:16]=[CH:17][CH:18]=2)[N:13]([CH2:22][C:23]2[CH:28]=[CH:27][C:26]([O:29][CH3:30])=[CH:25][CH:24]=2)[C:12]1=[O:20]. (5) Reactant: [Cl:1][C:2]1[CH:7]=[CH:6][C:5]([N:8]2[CH:16]=[C:15]3[C:10]([CH:11]=[C:12]([S:17]([CH3:20])(=[O:19])=[O:18])[CH:13]=[CH:14]3)=[N:9]2)=[CH:4][CH:3]=1.[CH3:21][Si]([N-][Si](C)(C)C)(C)C.[Li+].CI.[Cl-].[NH4+]. Product: [Cl:1][C:2]1[CH:3]=[CH:4][C:5]([N:8]2[CH:16]=[C:15]3[C:10]([CH:11]=[C:12]([S:17]([CH2:20][CH3:21])(=[O:18])=[O:19])[CH:13]=[CH:14]3)=[N:9]2)=[CH:6][CH:7]=1. The catalyst class is: 7. (6) Reactant: [CH3:1][NH:2][CH2:3][CH2:4][CH:5]1[CH2:10][CH2:9][N:8]([C:11]([O:13][CH2:14][C:15]2[CH:20]=[C:19]([Cl:21])[CH:18]=[C:17]([Cl:22])[CH:16]=2)=[O:12])[CH2:7][CH2:6]1.[NH:23]1[CH:27]=[C:26]([CH2:28][C:29](O)=[O:30])[N:25]=[N:24]1.C(P1(=O)OP(CCC)(=O)OP(CCC)(=O)O1)CC.CCN(C(C)C)C(C)C. Product: [CH3:1][N:2]([CH2:3][CH2:4][CH:5]1[CH2:6][CH2:7][N:8]([C:11]([O:13][CH2:14][C:15]2[CH:16]=[C:17]([Cl:22])[CH:18]=[C:19]([Cl:21])[CH:20]=2)=[O:12])[CH2:9][CH2:10]1)[C:29](=[O:30])[CH2:28][C:26]1[N:25]=[N:24][NH:23][CH:27]=1. The catalyst class is: 3. (7) Reactant: [NH2:1][C:2]1[S:3][C:4]2[CH:31]=[CH:30][CH:29]=[CH:28][C:5]=2[C:6]=1[C:7]([N:9]1[CH2:14][CH2:13][CH:12]([N:15]2[CH2:27][CH2:26][CH2:25][C:17]3([C:21](=[O:22])[O:20][C:19]([CH3:24])([CH3:23])[CH2:18]3)[CH2:16]2)[CH2:11][CH2:10]1)=[O:8].C(N(CC)CC)C.Cl[C:40](OC1C=CC([N+]([O-])=O)=CC=1)=[O:41].[CH:52]([O:55][CH2:56][CH2:57][NH2:58])([CH3:54])[CH3:53].C(=O)([O-])O.[Na+]. Product: [CH3:23][C:19]1([CH3:24])[CH2:18][C:17]2([CH2:25][CH2:26][CH2:27][N:15]([CH:12]3[CH2:11][CH2:10][N:9]([C:7]([C:6]4[C:5]5[CH:28]=[CH:29][CH:30]=[CH:31][C:4]=5[S:3][C:2]=4[NH:1][C:40]([NH:58][CH2:57][CH2:56][O:55][CH:52]([CH3:54])[CH3:53])=[O:41])=[O:8])[CH2:14][CH2:13]3)[CH2:16]2)[C:21](=[O:22])[O:20]1. The catalyst class is: 7. (8) Reactant: [Si]([O:8][C@H:9]([C:34]1[CH:39]=[CH:38][C:37]([OH:40])=[C:36]([CH2:41][OH:42])[CH:35]=1)[CH2:10][NH:11][C:12]([CH3:33])([CH3:32])[CH2:13][C:14]1[CH:15]=[C:16]([CH:29]=[CH:30][CH:31]=1)[C:17]([NH:19][CH2:20][CH2:21][C:22]1[CH:27]=[CH:26][CH:25]=[C:24]([F:28])[CH:23]=1)=[O:18])(C(C)(C)C)(C)C.[F-].[NH4+]. Product: [F:28][C:24]1[CH:23]=[C:22]([CH2:21][CH2:20][NH:19][C:17](=[O:18])[C:16]2[CH:29]=[CH:30][CH:31]=[C:14]([CH2:13][C:12]([NH:11][CH2:10][C@H:9]([OH:8])[C:34]3[CH:39]=[CH:38][C:37]([OH:40])=[C:36]([CH2:41][OH:42])[CH:35]=3)([CH3:33])[CH3:32])[CH:15]=2)[CH:27]=[CH:26][CH:25]=1. The catalyst class is: 24. (9) Reactant: [NH2:1][C:2]1[CH:11]=[CH:10][C:5]2[N:6]=[C:7]([Cl:9])[S:8][C:4]=2[CH:3]=1.[CH:12](=O)[CH2:13][CH2:14][CH3:15].C(O[BH-](OC(=O)C)OC(=O)C)(=O)C.[Na+].C(O)(=O)C. Product: [Cl:9][C:7]1[S:8][C:4]2[CH:3]=[C:2]([NH:1][CH2:12][CH2:13][CH2:14][CH3:15])[CH:11]=[CH:10][C:5]=2[N:6]=1. The catalyst class is: 701. (10) Reactant: [C:1]1([S:7]([C:9]2[CH:14]=[CH:13][CH:12]=[CH:11][CH:10]=2)=O)[CH:6]=[CH:5][CH:4]=[CH:3][CH:2]=1.[C:15]1([S:21]C2C=CC=CC=2)[CH:20]=[CH:19][CH:18]=[CH:17][CH:16]=1.FC(F)(F)C(O[C:33](=O)[C:34](F)(F)F)=O.[F:41][C:42]([F:57])([F:56])[C:43]([F:55])([F:54])[C:44]([F:53])([F:52])[C:45]([F:51])([F:50])[S:46]([OH:49])(=[O:48])=[O:47]. Product: [F:57][C:42]([F:41])([F:56])[C:43]([F:54])([F:55])[C:44]([F:52])([F:53])[C:45]([F:50])([F:51])[S:46]([O-:49])(=[O:48])=[O:47].[C:1]1([S+:7]([C:34]2[CH:33]=[CH:45][CH:44]=[CH:43][CH:42]=2)[C:9]2[CH:14]=[CH:13][C:12]([S:21][C:15]3[CH:20]=[CH:19][CH:18]=[CH:17][CH:16]=3)=[CH:11][CH:10]=2)[CH:6]=[CH:5][CH:4]=[CH:3][CH:2]=1. The catalyst class is: 4.